Dataset: Full USPTO retrosynthesis dataset with 1.9M reactions from patents (1976-2016). Task: Predict the reactants needed to synthesize the given product. (1) Given the product [CH3:13][O:14][C:15]([CH3:21])([O:17][CH2:4][C:5]#[C:6][CH2:8][CH3:9])[CH3:16], predict the reactants needed to synthesize it. The reactants are: CC(C)=C[CH2:4][CH2:5][C:6]([CH:8]=[CH2:9])=C.[NH2-].[Li+].[CH3:13][O:14][C:15]([CH3:21])([O:17]CC#C)[CH3:16].BrCC. (2) Given the product [CH3:10][O:8][C:7]([C:6]1[N:2]([CH3:1])[N:3]=[CH:4][CH:5]=1)=[O:9], predict the reactants needed to synthesize it. The reactants are: [CH3:1][N:2]1[C:6]([C:7]([OH:9])=[O:8])=[CH:5][CH:4]=[N:3]1.[CH3:10][Si](C=[N+]=[N-])(C)C. (3) Given the product [CH:3]1[C:4]2[C:8]3[CH:9]=[CH:10][CH:11]=[CH:12][C:7]=3[O:6][C:5]=2[CH:14]=[CH:15][C:2]=1[C:26]1[CH:27]=[CH:28][C:22]2[O:21][C:20]3[CH:19]=[CH:18][C:17]([C:2]4[CH:15]=[CH:14][C:5]5[O:41][C:38]6[CH:10]=[CH:11][CH:12]=[CH:7][C:8]=6[C:4]=5[CH:3]=4)=[CH:16][C:24]=3[C:23]=2[CH:25]=1, predict the reactants needed to synthesize it. The reactants are: I[C:2]1[CH:15]=[CH:14][C:5]2[O:6][C:7]3[CH:12]=[CH:11][C:10](I)=[CH:9][C:8]=3[C:4]=2[CH:3]=1.[CH:16]1[C:24]2[C:23]3[CH:25]=[CH:26][CH:27]=[CH:28][C:22]=3[O:21][C:20]=2[CH:19]=[CH:18][C:17]=1B1OC(C)(C)C(C)(C)O1.[C:38](=[O:41])([O-])[O-].[K+].[K+].OO. (4) Given the product [C:23]([C:20]1([NH:19][C:18]([C@@H:12]2[CH2:11][C@@H:10]([S:7]([C:1]3[CH:2]=[CH:3][CH:4]=[CH:5][CH:6]=3)(=[O:8])=[O:9])[CH2:14][C@H:13]2[C:15]([N:31]2[CH2:32][C:29]3([CH2:26][O:27][CH2:28]3)[CH2:30]2)=[O:17])=[O:25])[CH2:21][CH2:22]1)#[N:24], predict the reactants needed to synthesize it. The reactants are: [C:1]1([S:7]([C@H:10]2[CH2:14][C@@H:13]([C:15]([OH:17])=O)[C@H:12]([C:18](=[O:25])[NH:19][C:20]3([C:23]#[N:24])[CH2:22][CH2:21]3)[CH2:11]2)(=[O:9])=[O:8])[CH:6]=[CH:5][CH:4]=[CH:3][CH:2]=1.[CH2:26]1[C:29]2([CH2:32][NH:31][CH2:30]2)[CH2:28][O:27]1. (5) Given the product [F:2][C:3]1[CH:12]=[CH:11][C:10]([O:13][CH2:14][CH2:15][CH3:16])=[C:9]2[C:4]=1[C:5](=[O:39])[C:6]([C:23]1[CH:28]=[CH:27][C:26]([O:29][CH2:30][CH2:31][OH:32])=[CH:25][CH:24]=1)=[CH:7][N:8]2[CH2:17][C:18]([O:20][CH2:21][CH3:22])=[O:19], predict the reactants needed to synthesize it. The reactants are: Cl.[F:2][C:3]1[CH:12]=[CH:11][C:10]([O:13][CH2:14][CH2:15][CH3:16])=[C:9]2[C:4]=1[C:5](=[O:39])[C:6]([C:23]1[CH:28]=[CH:27][C:26]([O:29][CH2:30][CH2:31][O:32]C3CCCCO3)=[CH:25][CH:24]=1)=[CH:7][N:8]2[CH2:17][C:18]([O:20][CH2:21][CH3:22])=[O:19]. (6) Given the product [O:1]1[CH:5]=[CH:4][N:3]=[C:2]1[CH:6]([NH:8][C:9]([C:11]1[C:19]2[C:14](=[N:15][CH:16]=[C:17]([C:20]3[C:28]4[C:23](=[CH:24][C:25]([F:29])=[CH:26][CH:27]=4)[N:22]([CH3:30])[N:21]=3)[N:18]=2)[NH:13][CH:12]=1)=[O:10])[CH3:7], predict the reactants needed to synthesize it. The reactants are: [O:1]1[CH:5]=[CH:4][N:3]=[C:2]1[CH:6]([NH:8][C:9]([C:11]1[C:19]2[C:14](=[N:15][CH:16]=[C:17]([C:20]3[C:28]4[C:23](=[CH:24][C:25]([F:29])=[CH:26][CH:27]=4)[N:22]([CH3:30])[N:21]=3)[N:18]=2)[N:13](COCC[Si](C)(C)C)[CH:12]=1)=[O:10])[CH3:7].FC(F)(F)C(O)=O.C(N)CN.